This data is from Full USPTO retrosynthesis dataset with 1.9M reactions from patents (1976-2016). The task is: Predict the reactants needed to synthesize the given product. (1) Given the product [CH3:12][C:13]1[CH:18]=[CH:17][C:16]([S:19]([O:9][CH:7]([C:4]2[CH:5]=[CH:6][N:1]=[CH:2][CH:3]=2)[CH3:8])(=[O:21])=[O:20])=[CH:15][CH:14]=1, predict the reactants needed to synthesize it. The reactants are: [N:1]1[CH:6]=[CH:5][C:4]([CH:7]([OH:9])[CH3:8])=[CH:3][CH:2]=1.[H-].[Na+].[CH3:12][C:13]1[CH:18]=[CH:17][C:16]([S:19](Cl)(=[O:21])=[O:20])=[CH:15][CH:14]=1.O. (2) The reactants are: [NH2:1][C:2]1[CH:9]=[CH:8][C:5]([C:6]#[N:7])=[CH:4][C:3]=1[NH:10][CH:11]1[CH2:16][CH2:15][N:14]([CH:17]2[CH2:22][CH2:21][O:20][CH2:19][CH2:18]2)[CH2:13][CH2:12]1.C(N(C(C)C)CC)(C)C.[Cl:32][C:33](Cl)([O:35]C(=O)OC(Cl)(Cl)Cl)Cl.ClC(Cl)C.Cl. Given the product [ClH:32].[O:35]=[C:33]1[NH:1][C:2]2[CH:9]=[CH:8][C:5]([C:6]#[N:7])=[CH:4][C:3]=2[N:10]1[CH:11]1[CH2:12][CH2:13][N:14]([CH:17]2[CH2:22][CH2:21][O:20][CH2:19][CH2:18]2)[CH2:15][CH2:16]1, predict the reactants needed to synthesize it. (3) Given the product [C:9](=[O:10])([O:5][C@@H:3]([CH3:4])[C:2]([F:7])([F:6])[F:1])[O:11][C:12]1[CH:13]=[CH:14][C:15]([N+:18]([O-:20])=[O:19])=[CH:16][CH:17]=1, predict the reactants needed to synthesize it. The reactants are: [F:1][C:2]([F:7])([F:6])[C@@H:3]([OH:5])[CH3:4].Cl[C:9]([O:11][C:12]1[CH:17]=[CH:16][C:15]([N+:18]([O-:20])=[O:19])=[CH:14][CH:13]=1)=[O:10].CN(C)CCO.Cl. (4) The reactants are: [NH2:1][C:2]1[C:7]2[C:8]([C:11]3[CH:12]=[C:13]4[C:17](=[CH:18][CH:19]=3)[N:16]([C:20](=[O:30])[CH2:21][C:22]3[CH:27]=[C:26]([F:28])[CH:25]=[CH:24][C:23]=3[F:29])[CH2:15][CH2:14]4)=[CH:9][O:10][C:6]=2[C:5]([CH2:31][CH2:32][NH:33]C(=O)OCC2C=CC=CC=2)=[CH:4][N:3]=1.CC1C=C2N=C3C(=NC(NC3=O)=O)N(C[C@H](O)[C@H](O)[C@H](O)CO)C2=CC=1C.O1CCCC1. Given the product [NH2:33][CH2:32][CH2:31][C:5]1[C:6]2[O:10][CH:9]=[C:8]([C:11]3[CH:12]=[C:13]4[C:17](=[CH:18][CH:19]=3)[N:16]([C:20](=[O:30])[CH2:21][C:22]3[CH:27]=[C:26]([F:28])[CH:25]=[CH:24][C:23]=3[F:29])[CH2:15][CH2:14]4)[C:7]=2[C:2]([NH2:1])=[N:3][CH:4]=1, predict the reactants needed to synthesize it. (5) Given the product [Cl:17][Si:18]([CH3:24])([CH3:23])[Si:19]([CH3:21])([CH3:20])[C:6]1[CH:7]=[CH:8][CH:9]=[C:10]2[C:5]=1[CH2:4][C:3]([CH3:2])=[CH:11]2, predict the reactants needed to synthesize it. The reactants are: [Mg].[CH3:2][C:3]1[CH2:4][C:5]2[C:10]([CH:11]=1)=[CH:9][CH:8]=[CH:7][C:6]=2Br.BrCCBr.[Cl:17][Si:18]([CH3:24])([CH3:23])[Si:19](Cl)([CH3:21])[CH3:20].